From a dataset of Full USPTO retrosynthesis dataset with 1.9M reactions from patents (1976-2016). Predict the reactants needed to synthesize the given product. Given the product [NH:19]1[CH2:20][CH2:21][CH:17]([N:12]2[CH2:13][CH2:14][CH2:15][CH2:16][C:10]3[CH:9]=[C:8]([NH:7][C:6]([C:2]4[S:1][CH:5]=[CH:4][CH:3]=4)=[NH:31])[CH:30]=[CH:29][C:11]2=3)[CH2:18]1, predict the reactants needed to synthesize it. The reactants are: [S:1]1[CH:5]=[CH:4][CH:3]=[C:2]1[C:6](=[NH:31])[NH:7][C:8]1[CH:30]=[CH:29][C:11]2[N:12]([CH:17]3[CH2:21][CH2:20][N:19](C(OC(C)(C)C)=O)[CH2:18]3)[CH2:13][CH2:14][CH2:15][CH2:16][C:10]=2[CH:9]=1.Cl.